From a dataset of Reaction yield outcomes from USPTO patents with 853,638 reactions. Predict the reaction yield, written as a fraction of the theoretical maximum amount of product (1.0 means a 100% yield; for example, 0.34 means a 34% yield). The product is [C:29]([C:26]([C:22]1[CH:21]=[C:20]([CH:25]=[CH:24][CH:23]=1)[C:19]([NH:18][C:13]1[CH:14]=[CH:15][C:16]([CH3:17])=[C:11]([O:10][C:8]2[CH:7]=[CH:6][C:5]3[N:4]([N:3]=[C:2]([NH:1][C:35](=[O:36])[CH2:34][N:49]4[CH2:50][CH2:51][N:46]([CH3:45])[CH2:47][CH2:48]4)[N:32]=3)[CH:9]=2)[CH:12]=1)=[O:31])([CH3:28])[CH3:27])#[N:30]. The catalyst is CN(C)C=O.O. The yield is 0.640. The reactants are [NH2:1][C:2]1[N:32]=[C:5]2[CH:6]=[CH:7][C:8]([O:10][C:11]3[CH:12]=[C:13]([NH:18][C:19](=[O:31])[C:20]4[CH:25]=[CH:24][CH:23]=[C:22]([C:26]([C:29]#[N:30])([CH3:28])[CH3:27])[CH:21]=4)[CH:14]=[CH:15][C:16]=3[CH3:17])=[CH:9][N:4]2[N:3]=1.Cl[CH2:34][C:35](Cl)=[O:36].C(N(CC)CC)C.[CH3:45][N:46]1[CH2:51][CH2:50][NH:49][CH2:48][CH2:47]1.C(=O)([O-])O.[Na+].